Dataset: Catalyst prediction with 721,799 reactions and 888 catalyst types from USPTO. Task: Predict which catalyst facilitates the given reaction. (1) Reactant: [CH:1]1([C:4]2[CH:9]=[CH:8][C:7]([CH:10]3[N:14]([CH2:15][CH2:16][C:17]4[CH:22]=[CH:21][C:20]([O:23][CH3:24])=[CH:19][CH:18]=4)[C:13](=[O:25])[C:12]4([CH2:30][CH2:29][NH:28][CH2:27][CH2:26]4)[N:11]3[CH3:31])=[CH:6][CH:5]=2)[CH2:3][CH2:2]1.C(O)(C(F)(F)F)=O.C(N(CC)CC)C.ON1C2C=CC=CC=2N=N1.[C:56]([O:60][C:61]([NH:63][C:64]([CH3:69])([CH3:68])[C:65](O)=[O:66])=[O:62])([CH3:59])([CH3:58])[CH3:57]. Product: [C:56]([O:60][C:61](=[O:62])[NH:63][C:64]([CH3:69])([CH3:68])[C:65]([N:28]1[CH2:27][CH2:26][C:12]2([N:11]([CH3:31])[CH:10]([C:7]3[CH:8]=[CH:9][C:4]([CH:1]4[CH2:3][CH2:2]4)=[CH:5][CH:6]=3)[N:14]([CH2:15][CH2:16][C:17]3[CH:22]=[CH:21][C:20]([O:23][CH3:24])=[CH:19][CH:18]=3)[C:13]2=[O:25])[CH2:30][CH2:29]1)=[O:66])([CH3:59])([CH3:57])[CH3:58]. The catalyst class is: 22. (2) Reactant: FC(F)(F)C(O)=O.[N:8]1[C:17]2[NH:16][CH2:15][CH2:14][CH2:13][C:12]=2[CH:11]=[C:10]([C:18]2[CH:19]=[C:20]([O:24][CH:25]3[CH2:30][CH2:29][N:28]([C:31](=[O:33])[CH3:32])[CH2:27][CH2:26]3)[CH:21]=[N:22][CH:23]=2)[CH:9]=1.[NH2:34][C:35]([NH2:37])=[O:36]. Product: [N:8]1[C:17]2[NH:16][CH2:15][CH2:14][CH2:13][C:12]=2[CH:11]=[C:10]([C:18]2[CH:19]=[C:20]([O:24][CH:25]3[CH2:30][CH2:29][N:28]([C:31](=[O:33])[CH3:32])[CH2:27][CH2:26]3)[CH:21]=[N:22][CH:23]=2)[CH:9]=1.[C:31]([N:28]1[CH2:29][CH2:30][CH:25]([O:24][C:20]2[CH:19]=[C:18]([C:10]3[CH:11]=[C:12]4[C:17](=[N:8][CH:9]=3)[N:34]([C:35]([NH2:37])=[O:36])[CH2:15][CH2:14][CH2:13]4)[CH:23]=[N:22][CH:21]=2)[CH2:26][CH2:27]1)(=[O:33])[CH3:32]. The catalyst class is: 2. (3) Reactant: C([O:3][C:4](=O)[CH2:5][C:6](=O)[C:7]1[CH:12]=[CH:11][CH:10]=[CH:9][C:8]=1[F:13])C.[CH3:16][NH:17][NH2:18]. Product: [F:13][C:8]1[CH:9]=[CH:10][CH:11]=[CH:12][C:7]=1[C:6]1[CH:5]=[C:4]([OH:3])[N:17]([CH3:16])[N:18]=1. The catalyst class is: 14. (4) Reactant: [CH3:1][C:2]1[C:3]([NH:12][CH:13]2[CH2:18][CH2:17][O:16][CH2:15][CH2:14]2)=[N:4][CH:5]=[CH:6][C:7]=1[C:8]([O:10]C)=[O:9].[H-].[Na+].I[CH2:22][CH3:23].Cl.O1CCOCC1. Product: [CH2:22]([N:12]([CH:13]1[CH2:18][CH2:17][O:16][CH2:15][CH2:14]1)[C:3]1[C:2]([CH3:1])=[C:7]([C:8]([OH:10])=[O:9])[CH:6]=[CH:5][N:4]=1)[CH3:23]. The catalyst class is: 3. (5) Reactant: Br[C:2]1[C:11]([O:12][CH:13]2[CH2:18][CH2:17][CH:16]([C:19]([CH3:22])([CH3:21])[CH3:20])[CH2:15][CH2:14]2)=[CH:10][CH:9]=[C:8]2[C:3]=1[CH:4]=[CH:5][C:6]([C@:23]1([CH3:29])[CH2:27][O:26][C:25](=[O:28])[NH:24]1)=[CH:7]2.ClCCl.C(=O)([O-])[O-].[Cs+].[Cs+].O1[CH2:43][CH2:42][CH2:41]C1. Product: [C:19]([C@H:16]1[CH2:17][CH2:18][C@H:13]([O:12][C:11]2[C:2]([CH:41]3[CH2:42][CH2:43]3)=[C:3]3[C:8](=[CH:9][CH:10]=2)[CH:7]=[C:6]([C@:23]2([CH3:29])[CH2:27][O:26][C:25](=[O:28])[NH:24]2)[CH:5]=[CH:4]3)[CH2:14][CH2:15]1)([CH3:22])([CH3:21])[CH3:20]. The catalyst class is: 587. (6) Reactant: [Cl:1][C:2]1[CH:3]=[C:4]([CH:9]2[O:15][CH2:14][CH2:13][N:12](C(OC(C)(C)C)=O)[CH2:11][CH:10]2[CH2:23][NH:24][S:25](=[O:28])(=[O:27])[NH2:26])[CH:5]=[CH:6][C:7]=1[Cl:8].C(OCC)(=O)C.Cl. Product: [ClH:1].[Cl:1][C:2]1[CH:3]=[C:4]([CH:9]2[O:15][CH2:14][CH2:13][NH:12][CH2:11][CH:10]2[CH2:23][NH:24][S:25]([NH2:26])(=[O:27])=[O:28])[CH:5]=[CH:6][C:7]=1[Cl:8]. The catalyst class is: 8. (7) Reactant: [Cl:1][C:2]1[C:8]([N:9]2[CH2:14][CH2:13][NH:12][CH2:11][CH2:10]2)=[CH:7][C:5]([NH2:6])=[C:4]([N+:15]([O-:17])=[O:16])[CH:3]=1.[C:18](O[C:18]([O:20][C:21]([CH3:24])([CH3:23])[CH3:22])=[O:19])([O:20][C:21]([CH3:24])([CH3:23])[CH3:22])=[O:19].C(N(CC)CC)C. Product: [NH2:6][C:5]1[C:4]([N+:15]([O-:17])=[O:16])=[CH:3][C:2]([Cl:1])=[C:8]([N:9]2[CH2:14][CH2:13][N:12]([C:18]([O:20][C:21]([CH3:24])([CH3:23])[CH3:22])=[O:19])[CH2:11][CH2:10]2)[CH:7]=1. The catalyst class is: 2.